This data is from Forward reaction prediction with 1.9M reactions from USPTO patents (1976-2016). The task is: Predict the product of the given reaction. (1) Given the reactants [O:1]1[C:6]2[CH:7]=[CH:8][C:9]([CH2:11][N:12]([CH:20]3[CH2:25][CH2:24][N:23]([CH2:26][CH2:27][N:28]4[C:37]5[C:32](=[CH:33][CH:34]=[CH:35][C:36]=5[CH3:38])[CH:31]=[CH:30][C:29]4=[O:39])[CH2:22][CH2:21]3)C(=O)OC(C)(C)C)=[CH:10][C:5]=2[O:4][CH2:3][CH2:2]1.[ClH:40].O1CCOCC1, predict the reaction product. The product is: [ClH:40].[O:1]1[C:6]2[CH:7]=[CH:8][C:9]([CH2:11][NH:12][CH:20]3[CH2:21][CH2:22][N:23]([CH2:26][CH2:27][N:28]4[C:37]5[C:32](=[CH:33][CH:34]=[CH:35][C:36]=5[CH3:38])[CH:31]=[CH:30][C:29]4=[O:39])[CH2:24][CH2:25]3)=[CH:10][C:5]=2[O:4][CH2:3][CH2:2]1. (2) Given the reactants [C:1]([O:5][C:6](=[O:38])[NH:7][C@H:8]([C:30]([N:32]1[CH2:36][CH2:35][C@H:34]([F:37])[CH2:33]1)=[O:31])[C@H:9]([C:15]1[CH:20]=[CH:19][C:18](B2OC(C)(C)C(C)(C)O2)=[CH:17][CH:16]=1)[C:10]([N:12]([CH3:14])[CH3:13])=[O:11])([CH3:4])([CH3:3])[CH3:2].[OH:39]O.[OH-].[Na+].Cl, predict the reaction product. The product is: [C:1]([O:5][C:6](=[O:38])[NH:7][C@H:8]([C:30]([N:32]1[CH2:36][CH2:35][C@H:34]([F:37])[CH2:33]1)=[O:31])[C@H:9]([C:15]1[CH:20]=[CH:19][C:18]([OH:39])=[CH:17][CH:16]=1)[C:10]([N:12]([CH3:14])[CH3:13])=[O:11])([CH3:3])([CH3:2])[CH3:4].